This data is from Reaction yield outcomes from USPTO patents with 853,638 reactions. The task is: Predict the reaction yield, written as a fraction of the theoretical maximum amount of product (1.0 means a 100% yield; for example, 0.34 means a 34% yield). (1) The reactants are C(N(C[N:7]1[CH2:12][CH2:11][CH2:10][C:9](=[C:13](O)[C:14]2[CH:15]=[N:16][CH:17]=[C:18]([CH3:20])[CH:19]=2)C1=O)CC)C.[ClH:23]. The catalyst is CC(C)=O.C(O)(C)C. The product is [ClH:23].[ClH:23].[CH3:20][C:18]1[CH:19]=[C:14]([C:13]2[CH2:9][CH2:10][CH2:11][CH2:12][N:7]=2)[CH:15]=[N:16][CH:17]=1. The yield is 0.850. (2) The product is [Cl:5][C:6]1[CH:7]=[C:8]([CH:12]=[CH:13][C:14]=1[F:15])[C:9]([NH:4][CH2:2][CH3:3])=[O:11]. No catalyst specified. The reactants are Cl.[CH2:2]([NH2:4])[CH3:3].[Cl:5][C:6]1[CH:7]=[C:8]([CH:12]=[CH:13][C:14]=1[F:15])[C:9]([OH:11])=O. The yield is 0.770. (3) The reactants are CN1CCOCC1.Cl[C:9]1[N:14]=[C:13](OC)[N:12]=[C:11](OC)[N:10]=1.[C:19]([O:23][C:24]([NH:26][C:27]([CH3:42])([CH3:41])[C:28]([NH:30][CH:31]([C:35]1[CH:40]=[CH:39][CH:38]=[CH:37][CH:36]=1)[C:32]([OH:34])=O)=[O:29])=[O:25])([CH3:22])([CH3:21])[CH3:20].Cl.Cl.NC1N=C([CH:51]([C:59]2[CH:64]=[CH:63][CH:62]=[CH:61][CH:60]=2)[C:52]([N:54]2[CH2:58][CH2:57][CH2:56][CH2:55]2)=[O:53])NC=1. The catalyst is C(Cl)Cl.C1COCC1.CCOC(C)=O.C(O)(=O)CC(CC(O)=O)(C(O)=O)O. The product is [C:19]([O:23][C:24]([NH:26][C:27]([CH3:41])([CH3:42])[C:28]([NH:30][C@@H:31]([C:32](=[O:34])[NH:10][C:9]1[N:14]=[CH:13][N:12]([CH:51]([C:59]2[CH:60]=[CH:61][CH:62]=[CH:63][CH:64]=2)[C:52](=[O:53])[N:54]2[CH2:55][CH2:56][CH2:57][CH2:58]2)[CH:11]=1)[C:35]1[CH:36]=[CH:37][CH:38]=[CH:39][CH:40]=1)=[O:29])=[O:25])([CH3:22])([CH3:20])[CH3:21]. The yield is 0.400. (4) The reactants are C([O-])=O.[NH4+:4].[Br:5][C:6]1[CH:7]=[C:8]([N:12]2[CH:16]([N:17]([C:23]([CH:25]3[CH2:27][CH2:26]3)=O)C(C3CC3)=O)[CH:15]([CH:28]=O)[C:14]([C:30]([O:32][CH2:33][CH3:34])=[O:31])=[N:13]2)[CH:9]=[CH:10][CH:11]=1. The catalyst is C(O)(C)(C)C.C(OCC)(=O)C. The product is [Br:5][C:6]1[CH:7]=[C:8]([N:12]2[C:16]3=[N:17][C:23]([CH:25]4[CH2:27][CH2:26]4)=[N:4][CH:28]=[C:15]3[C:14]([C:30]([O:32][CH2:33][CH3:34])=[O:31])=[N:13]2)[CH:9]=[CH:10][CH:11]=1. The yield is 0.490. (5) The catalyst is CC#N.O. The reactants are COC1C=CC([O:9][CH2:10][CH2:11][O:12][CH2:13][N:14]2[C:22]3[C:17](=[N:18][CH:19]=[N:20][C:21]=3[NH2:23])[N:16]=[CH:15]2)=CC=1.O=[N+]([O-])[O-].[O-][N+](=O)[O-].[O-][N+](=O)[O-].[O-][N+](=O)[O-].[O-][N+](=O)[O-].[O-][N+](=O)[O-].[Ce+4].[NH4+].[NH4+].CCO. The yield is 0.800. The product is [OH:9][CH2:10][CH2:11][O:12][CH2:13][N:14]1[C:22]2[C:17](=[N:18][CH:19]=[N:20][C:21]=2[NH2:23])[N:16]=[CH:15]1. (6) The yield is 0.660. The catalyst is CO.CCOCC. The reactants are [Cl:1][C:2]1[CH:3]=[CH:4][C:5]([CH2:8][O:9][C:10]2[CH:15]=[CH:14][N:13]([C:16]3[CH:21]=[CH:20][C:19]4[C:22]5[CH2:28][CH2:27][N:26](C(OC(C)(C)C)=O)[CH2:25][CH2:24][C:23]=5[O:36][C:18]=4[CH:17]=3)[C:12](=[O:37])[CH:11]=2)=[N:6][CH:7]=1.Cl.C([O-])(O)=O.[Na+]. The product is [Cl:1][C:2]1[CH:3]=[CH:4][C:5]([CH2:8][O:9][C:10]2[CH:15]=[CH:14][N:13]([C:16]3[CH:21]=[CH:20][C:19]4[C:22]5[CH2:28][CH2:27][NH:26][CH2:25][CH2:24][C:23]=5[O:36][C:18]=4[CH:17]=3)[C:12](=[O:37])[CH:11]=2)=[N:6][CH:7]=1. (7) The reactants are [CH2:1]([O:3][C:4](=[O:21])[CH2:5][C:6]1[CH:11]=[CH:10][C:9](B2OC(C)(C)C(C)(C)O2)=[CH:8][CH:7]=1)C.[C:22]1([C@H:28]([O:30][C:31](=[O:46])[NH:32][C:33]2[N:34]=[N:35][N:36]([C:39]3[CH:44]=[CH:43][C:42](Br)=[CH:41][CH:40]=3)[C:37]=2[CH3:38])[CH3:29])[CH:27]=[CH:26][CH:25]=[CH:24][CH:23]=1.P([O-])([O-])([O-])=O.[K+].[K+].[K+].COC1C=CC=C(OC)C=1C1C=CC=CC=1P(C1CCCCC1)C1CCCCC1. The catalyst is CC([O-])=O.CC([O-])=O.[Pd+2].O.C1(C)C=CC=CC=1. The product is [CH3:1][O:3][C:4](=[O:21])[CH2:5][C:6]1[CH:7]=[CH:8][C:9]([C:42]2[CH:41]=[CH:40][C:39]([N:36]3[C:37]([CH3:38])=[C:33]([NH:32][C:31]([O:30][C@@H:28]([C:22]4[CH:27]=[CH:26][CH:25]=[CH:24][CH:23]=4)[CH3:29])=[O:46])[N:34]=[N:35]3)=[CH:44][CH:43]=2)=[CH:10][CH:11]=1. The yield is 0.543. (8) The reactants are C([O:5][P:6]([O:39]C(C)(C)C)([O:8][CH:9](C)[CH2:10][O:11][C:12]([N:14]1[C:22]2[C:17](=[CH:18][CH:19]=[C:20]([C:23]([F:26])([F:25])[F:24])[CH:21]=2)[C@@:16]([C:28]2[CH:33]=[C:32]([Cl:34])[CH:31]=[CH:30][C:29]=2[O:35][CH3:36])([F:27])[C:15]1=[O:37])=[O:13])=[O:7])(C)(C)C.OCCOP(=O)(OC(C)(C)C)OC(C)(C)C. No catalyst specified. The product is [P:6]([O:8][CH2:9][CH2:10][O:11][C:12]([N:14]1[C:22]2[C:17](=[CH:18][CH:19]=[C:20]([C:23]([F:24])([F:25])[F:26])[CH:21]=2)[C@@:16]([C:28]2[CH:33]=[C:32]([Cl:34])[CH:31]=[CH:30][C:29]=2[O:35][CH3:36])([F:27])[C:15]1=[O:37])=[O:13])([OH:7])([OH:39])=[O:5]. The yield is 0.520. (9) The reactants are Cl.[NH2:2][C:3]1[CH:8]=[CH:7][C:6]([OH:9])=[CH:5][C:4]=1[Cl:10].C(N(CC)CC)C.[C:18](O[C:18]([O:20][C:21]([CH3:24])([CH3:23])[CH3:22])=[O:19])([O:20][C:21]([CH3:24])([CH3:23])[CH3:22])=[O:19].[NH4+].[Cl-]. The catalyst is O1CCCC1. The product is [Cl:10][C:4]1[CH:5]=[C:6]([OH:9])[CH:7]=[CH:8][C:3]=1[NH:2][C:18](=[O:19])[O:20][C:21]([CH3:24])([CH3:23])[CH3:22]. The yield is 0.800.